Dataset: Forward reaction prediction with 1.9M reactions from USPTO patents (1976-2016). Task: Predict the product of the given reaction. (1) Given the reactants [NH2:1][C:2]1[CH:7]=[C:6]([CH2:8][C:9]2[C:18]3[C:13](=[CH:14][CH:15]=[CH:16][CH:17]=3)[C:12]([NH:19][C:20]([NH:22][C:23]3[N:27]([C:28]4[CH:33]=[CH:32][C:31]([CH3:34])=[CH:30][CH:29]=4)[N:26]=[C:25]([C:35]([CH3:38])([CH3:37])[CH3:36])[CH:24]=3)=[O:21])=[CH:11][CH:10]=2)[CH:5]=[CH:4][N:3]=1.[CH2:39]([N:41]=[C:42]=[O:43])[CH3:40].CN(C=O)C, predict the reaction product. The product is: [C:35]([C:25]1[CH:24]=[C:23]([NH:22][C:20]([NH:19][C:12]2[C:13]3[C:18](=[CH:17][CH:16]=[CH:15][CH:14]=3)[C:9]([CH2:8][C:6]3[CH:5]=[CH:4][N:3]=[C:2]([NH:1][C:42]([NH:41][CH2:39][CH3:40])=[O:43])[CH:7]=3)=[CH:10][CH:11]=2)=[O:21])[N:27]([C:28]2[CH:29]=[CH:30][C:31]([CH3:34])=[CH:32][CH:33]=2)[N:26]=1)([CH3:38])([CH3:37])[CH3:36]. (2) Given the reactants [F:1][C:2]1[CH:3]=[N:4][CH:5]=[CH:6][C:7]=1[NH:8][C:9](=[O:16])[C:10]1[CH:15]=[CH:14][CH:13]=[CH:12][CH:11]=1.[I:17][CH2:18][CH3:19].C(OCC)(=O)C, predict the reaction product. The product is: [I-:17].[C:9]([NH:8][C:7]1[CH:6]=[CH:5][N+:4]([CH2:18][CH3:19])=[CH:3][C:2]=1[F:1])(=[O:16])[C:10]1[CH:15]=[CH:14][CH:13]=[CH:12][CH:11]=1.